The task is: Predict the reaction yield, written as a fraction of the theoretical maximum amount of product (1.0 means a 100% yield; for example, 0.34 means a 34% yield).. This data is from Reaction yield outcomes from USPTO patents with 853,638 reactions. (1) The reactants are [Br:1][C:2]1[CH:3]=[C:4]2[C:9](=[C:10]([O:12]C)[CH:11]=1)[N:8]=[C:7]([C:14]1[CH:15]=[N:16][CH:17]=[CH:18][CH:19]=1)[N:6]=[C:5]2[NH:20][CH3:21].B(Br)(Br)Br. The catalyst is C(Cl)(Cl)Cl. The product is [Br:1][C:2]1[CH:3]=[C:4]2[C:9](=[C:10]([OH:12])[CH:11]=1)[N:8]=[C:7]([C:14]1[CH:15]=[N:16][CH:17]=[CH:18][CH:19]=1)[N:6]=[C:5]2[NH:20][CH3:21]. The yield is 0.784. (2) The reactants are [Br-].[F:2][C:3]1[CH:4]=[C:5]([CH:26]=[CH:27][CH:28]=1)[CH2:6][P+](C1C=CC=CC=1)(C1C=CC=CC=1)C1C=CC=CC=1.[Li][CH2:30][CH2:31][CH2:32][CH3:33].C([CH:41]1[CH2:46][CH2:45][NH:44][C:43](=O)[CH2:42]1)C1C=CC=CC=1.[CH2:48]1[CH2:52]OC[CH2:49]1. No catalyst specified. The product is [CH2:30]([N:44]1[CH2:45][CH2:46][C:41](=[CH:6][C:5]2[CH:26]=[CH:27][CH:28]=[C:3]([F:2])[CH:4]=2)[CH2:42][CH2:43]1)[C:31]1[CH:52]=[CH:48][CH:49]=[CH:33][CH:32]=1. The yield is 0.0700. (3) The reactants are [CH3:1][C:2]1[CH:3]=[CH:4][CH:5]=[C:6]2[C:10]=1[NH:9][CH:8]=[C:7]2[C:11]([OH:13])=O.[CH2:26]1[CH2:27][CH2:28][CH:23]([N:22]=C=[N:22][CH:23]2[CH2:28][CH2:27][CH2:26][CH2:25][CH2:24]2)[CH2:24][CH2:25]1.[CH3:29][N:30]([CH:32]=[O:33])C. No catalyst specified. The product is [CH3:24][C:25]1[C:26]([O:33][C:32]2[N:30]=[CH:29][C:8]([NH:9][C:11]([C:7]3[C:6]4[C:10](=[C:2]([CH3:1])[CH:3]=[CH:4][CH:5]=4)[NH:9][CH:8]=3)=[O:13])=[CH:7][CH:6]=2)=[CH:27][CH:28]=[CH:23][N:22]=1. The yield is 0.0700. (4) The reactants are [Cl:1][C:2]1[CH:3]=[C:4]([CH2:9][OH:10])[CH:5]=[N:6][C:7]=1Cl.[C:11]1(B(O)O)[CH:16]=[CH:15][CH:14]=[CH:13][CH:12]=1.C([O-])([O-])=O.[K+].[K+].C(OCC)(=O)C. The catalyst is O.C(COC)OC.[Pd].C1(P(C2C=CC=CC=2)C2C=CC=CC=2)C=CC=CC=1.C1(P(C2C=CC=CC=2)C2C=CC=CC=2)C=CC=CC=1.C1(P(C2C=CC=CC=2)C2C=CC=CC=2)C=CC=CC=1.C1(P(C2C=CC=CC=2)C2C=CC=CC=2)C=CC=CC=1. The product is [Cl:1][C:2]1[CH:3]=[C:4]([CH2:9][OH:10])[CH:5]=[N:6][C:7]=1[C:11]1[CH:16]=[CH:15][CH:14]=[CH:13][CH:12]=1. The yield is 0.970. (5) The yield is 0.680. The catalyst is O1CCCC1. The reactants are [F:1][C:2]1[CH:7]=[CH:6][C:5]([F:8])=[CH:4][C:3]=1[CH:9]([S:13]([C:16]1[CH:21]=[CH:20][C:19]([CH3:22])=[CH:18][CH:17]=1)(=[O:15])=[O:14])[NH:10][CH:11]=O.P(Cl)(Cl)(Cl)=O.N1C(C)=CC=CC=1C. The product is [C:19]1([CH3:22])[CH:18]=[CH:17][C:16]([S:13]([CH:9]([N+:10]#[C-:11])[C:3]2[CH:4]=[C:5]([F:8])[CH:6]=[CH:7][C:2]=2[F:1])(=[O:15])=[O:14])=[CH:21][CH:20]=1. (6) The reactants are [C:1]1([S:7]([N:10]2[C:14]3=[N:15][CH:16]=[C:17]([Cl:19])[CH:18]=[C:13]3[C:12](I)=[CH:11]2)(=[O:9])=[O:8])[CH:6]=[CH:5][CH:4]=[CH:3][CH:2]=1.C([Mg]Cl)(C)C.[C:26]([O:30][C:31](=[O:49])[N:32]([CH2:41][C:42]1[CH:47]=[CH:46][CH:45]=[CH:44][C:43]=1[F:48])[C:33]1[CH:38]=[CH:37][C:36]([CH:39]=[O:40])=[CH:35][N:34]=1)([CH3:29])([CH3:28])[CH3:27].[Cl-].[NH4+]. The catalyst is O1CCCC1. The product is [C:26]([O:30][C:31](=[O:49])[N:32]([C:33]1[CH:38]=[CH:37][C:36]([CH:39]([C:12]2[C:13]3[C:14](=[N:15][CH:16]=[C:17]([Cl:19])[CH:18]=3)[N:10]([S:7]([C:1]3[CH:6]=[CH:5][CH:4]=[CH:3][CH:2]=3)(=[O:9])=[O:8])[CH:11]=2)[OH:40])=[CH:35][N:34]=1)[CH2:41][C:42]1[CH:47]=[CH:46][CH:45]=[CH:44][C:43]=1[F:48])([CH3:29])([CH3:27])[CH3:28]. The yield is 0.410. (7) The reactants are C[N:2](C)[CH:3]=[CH:4][C:5]([C:7]1[C:12](=[O:13])[CH:11]=[CH:10][N:9]([C:14]2[CH:19]=[CH:18][CH:17]=[CH:16][C:15]=2[N:20]2[CH2:25][CH2:24][O:23][CH2:22][CH2:21]2)[N:8]=1)=O.[C:27]1([NH:33]N)[CH:32]=[CH:31][CH:30]=[CH:29][CH:28]=1. The catalyst is CO. The product is [N:20]1([C:15]2[CH:16]=[CH:17][CH:18]=[CH:19][C:14]=2[N:9]2[CH:10]=[CH:11][C:12](=[O:13])[C:7]([C:5]3[N:33]([C:27]4[CH:32]=[CH:31][CH:30]=[CH:29][CH:28]=4)[N:2]=[CH:3][CH:4]=3)=[N:8]2)[CH2:21][CH2:22][O:23][CH2:24][CH2:25]1. The yield is 0.0500.